Dataset: Reaction yield outcomes from USPTO patents with 853,638 reactions. Task: Predict the reaction yield, written as a fraction of the theoretical maximum amount of product (1.0 means a 100% yield; for example, 0.34 means a 34% yield). (1) The reactants are [Br:1][C:2]1[CH:7]=[CH:6][C:5]([CH2:8][CH2:9][OH:10])=[CH:4][CH:3]=1.[CH3:11][S:12](Cl)(=[O:14])=[O:13].O. The catalyst is C(Cl)Cl. The product is [CH3:11][S:12]([O:10][CH2:9][CH2:8][C:5]1[CH:6]=[CH:7][C:2]([Br:1])=[CH:3][CH:4]=1)(=[O:14])=[O:13]. The yield is 0.970. (2) The reactants are [CH3:1][N:2]1[C:6]2[CH:7]=[CH:8][CH:9]=[CH:10][C:5]=2[O:4][C:3]1=[O:11].[S:12]([Cl:16])(=O)(=[O:14])[OH:13]. The catalyst is [Cl-].[Na+].O. The product is [CH3:1][N:2]1[C:6]2[CH:7]=[CH:8][C:9]([S:12]([Cl:16])(=[O:14])=[O:13])=[CH:10][C:5]=2[O:4][C:3]1=[O:11]. The yield is 0.460. (3) The reactants are Cl[C:2]1[CH:7]=[C:6]([C:8]([F:11])([F:10])[F:9])[N:5]=[C:4]([C:12]2[CH:13]=[N:14][CH:15]=[CH:16][CH:17]=2)[N:3]=1.[CH3:18][O:19][C:20]1[CH:21]=[C:22]([CH:25]=[CH:26][CH:27]=1)[CH2:23][NH2:24]. The catalyst is C(O)C. The product is [CH3:18][O:19][C:20]1[CH:21]=[C:22]([CH:25]=[CH:26][CH:27]=1)[CH2:23][NH:24][C:2]1[CH:7]=[C:6]([C:8]([F:11])([F:10])[F:9])[N:5]=[C:4]([C:12]2[CH:13]=[N:14][CH:15]=[CH:16][CH:17]=2)[N:3]=1. The yield is 0.200. (4) The reactants are [CH:1]([N:4]1[CH2:9][CH2:8][CH:7]([O:10][C:11]2[CH:19]=[CH:18][C:17]3[N:16]4[CH2:20][CH2:21][NH:22][C:23](=[O:24])[C:15]4=[CH:14][C:13]=3[CH:12]=2)[CH2:6][CH2:5]1)([CH3:3])[CH3:2].[H-].[Na+].Cl[CH2:28][C:29]([N:31]1[CH2:36][CH2:35][O:34][CH2:33][CH2:32]1)=[O:30]. No catalyst specified. The product is [CH:1]([N:4]1[CH2:9][CH2:8][CH:7]([O:10][C:11]2[CH:19]=[CH:18][C:17]3[N:16]4[CH2:20][CH2:21][N:22]([CH2:28][C:29]([N:31]5[CH2:36][CH2:35][O:34][CH2:33][CH2:32]5)=[O:30])[C:23](=[O:24])[C:15]4=[CH:14][C:13]=3[CH:12]=2)[CH2:6][CH2:5]1)([CH3:3])[CH3:2]. The yield is 0.100.